Dataset: Forward reaction prediction with 1.9M reactions from USPTO patents (1976-2016). Task: Predict the product of the given reaction. Given the reactants [Br:1][C:2]1[CH:18]=[CH:17][C:5]([C:6]([NH:8][CH2:9][C:10]2[CH:15]=[CH:14][CH:13]=[CH:12][C:11]=2[Cl:16])=[NH:7])=[CH:4][CH:3]=1.C(=O)(O)[O-].[Na+].Br[CH2:25][C:26](=O)[C:27]([O:29][CH2:30][CH3:31])=[O:28], predict the reaction product. The product is: [CH2:30]([O:29][C:27]([C:26]1[N:7]=[C:6]([C:5]2[CH:17]=[CH:18][C:2]([Br:1])=[CH:3][CH:4]=2)[N:8]([CH2:9][C:10]2[CH:15]=[CH:14][CH:13]=[CH:12][C:11]=2[Cl:16])[CH:25]=1)=[O:28])[CH3:31].